From a dataset of CYP2D6 inhibition data for predicting drug metabolism from PubChem BioAssay. Regression/Classification. Given a drug SMILES string, predict its absorption, distribution, metabolism, or excretion properties. Task type varies by dataset: regression for continuous measurements (e.g., permeability, clearance, half-life) or binary classification for categorical outcomes (e.g., BBB penetration, CYP inhibition). Dataset: cyp2d6_veith. (1) The molecule is CN(C)CCn1c(=O)n(Cc2ccco2)c(=O)c2c3c(sc21)CCCCC3. The result is 1 (inhibitor). (2) The result is 0 (non-inhibitor). The compound is CC(=O)N1CCN(c2nc3cc4c(cc3nc2NS(=O)(=O)c2ccccc2)OCCO4)CC1. (3) The drug is O=C(/C=C\c1ccc(O)c(O)c1)O[C@@H]1C[C@](O)(C(=O)O)C[C@@H](O)[C@@H]1O. The result is 0 (non-inhibitor). (4) The drug is COc1ccc(CNC(=O)/C=C\c2ccc3[nH]cc(CCN(C)C)c3c2)cc1. The result is 0 (non-inhibitor). (5) The molecule is O=C(c1ccco1)N1CCN(C(=O)c2nn3cccnc3c2Cl)CC1. The result is 0 (non-inhibitor).